From a dataset of Catalyst prediction with 721,799 reactions and 888 catalyst types from USPTO. Predict which catalyst facilitates the given reaction. (1) Reactant: [C:1]([O:5][C:6](=[O:33])[NH:7][CH:8]([C:13]([N:15]1[CH2:20][CH:19]2[CH:17]([C:18]2([CH3:22])[CH3:21])[CH:16]1[C:23](=[O:32])[NH:24][C:25]1([CH2:30][OH:31])[CH2:28][CH:27]([CH3:29])[CH2:26]1)=[O:14])[C:9]([CH3:12])([CH3:11])[CH3:10])([CH3:4])([CH3:3])[CH3:2].CC(OI1(OC(C)=O)(OC(C)=O)OC(=O)C2C=CC=CC1=2)=O. Product: [C:1]([O:5][C:6](=[O:33])[NH:7][CH:8]([C:13]([N:15]1[CH2:20][CH:19]2[CH:17]([C:18]2([CH3:21])[CH3:22])[CH:16]1[C:23](=[O:32])[NH:24][C:25]1([CH:30]=[O:31])[CH2:26][CH:27]([CH3:29])[CH2:28]1)=[O:14])[C:9]([CH3:12])([CH3:10])[CH3:11])([CH3:2])([CH3:3])[CH3:4]. The catalyst class is: 4. (2) Reactant: [NH2:1][C:2]1[CH:6]=[C:5]([Cl:7])[N:4]([C:8]2[CH:13]=[CH:12][C:11]([C:14]3[CH:18]=[CH:17][S:16][CH:15]=3)=[CH:10][CH:9]=2)[C:3]=1[C:19]([O:21][CH2:22][CH3:23])=[O:20].N1C=CC=CC=1.[CH3:30][O:31][C:32]1[CH:33]=[C:34]([CH2:38][C:39](Cl)=[O:40])[CH:35]=[CH:36][CH:37]=1. The catalyst class is: 2. Product: [Cl:7][C:5]1[N:4]([C:8]2[CH:9]=[CH:10][C:11]([C:14]3[CH:18]=[CH:17][S:16][CH:15]=3)=[CH:12][CH:13]=2)[C:3]([C:19]([O:21][CH2:22][CH3:23])=[O:20])=[C:2]([NH:1][C:39](=[O:40])[CH2:38][C:34]2[CH:35]=[CH:36][CH:37]=[C:32]([O:31][CH3:30])[CH:33]=2)[CH:6]=1. (3) Reactant: [C:1]([O:5][C:6]([N:8]1[CH2:13][CH2:12][N:11]([CH2:14][C:15]2[CH:20]=[C:19]([OH:21])[CH:18]=[CH:17][C:16]=2[F:22])[C:10](=[O:23])[CH2:9]1)=[O:7])([CH3:4])([CH3:3])[CH3:2].[C:24]([Si:28]([C:36]1[CH:41]=[CH:40][CH:39]=[CH:38][CH:37]=1)([C:30]1[CH:35]=[CH:34][CH:33]=[CH:32][CH:31]=1)Cl)([CH3:27])([CH3:26])[CH3:25].N1C=CN=C1.CCOC(C)=O. Product: [C:1]([O:5][C:6]([N:8]1[CH2:13][CH2:12][N:11]([CH2:14][C:15]2[CH:20]=[C:19]([O:21][Si:28]([C:24]([CH3:27])([CH3:26])[CH3:25])([C:36]3[CH:37]=[CH:38][CH:39]=[CH:40][CH:41]=3)[C:30]3[CH:35]=[CH:34][CH:33]=[CH:32][CH:31]=3)[CH:18]=[CH:17][C:16]=2[F:22])[C:10](=[O:23])[CH2:9]1)=[O:7])([CH3:4])([CH3:2])[CH3:3]. The catalyst class is: 3. (4) Reactant: [C:1]1([S:7]([N:10]2[C:18]3[C:13](=[C:14]([N:19]4[CH2:24][CH2:23][NH:22][CH2:21][CH2:20]4)[CH:15]=[CH:16][CH:17]=3)[CH:12]=[CH:11]2)(=[O:9])=[O:8])[CH:6]=[CH:5][CH:4]=[CH:3][CH:2]=1.I.CS[C:28]1[NH:29][CH2:30][CH2:31][N:32]=1.C(N(CC)C(C)C)(C)C. Product: [NH:32]1[CH2:31][CH2:30][N:29]=[C:28]1[N:22]1[CH2:23][CH2:24][N:19]([C:14]2[CH:15]=[CH:16][CH:17]=[C:18]3[C:13]=2[CH:12]=[CH:11][N:10]3[S:7]([C:1]2[CH:2]=[CH:3][CH:4]=[CH:5][CH:6]=2)(=[O:9])=[O:8])[CH2:20][CH2:21]1. The catalyst class is: 12. (5) Reactant: [O:1]=[C:2]1[C:10]([C:11]([O:13]CC)=[O:12])=[C:5]2[CH2:6][CH2:7][CH2:8][CH2:9][N:4]2[N:3]1[C:16]1[CH:21]=[CH:20][CH:19]=[CH:18][CH:17]=1.[OH-].[Na+]. Product: [O:1]=[C:2]1[C:10]([C:11]([OH:13])=[O:12])=[C:5]2[CH2:6][CH2:7][CH2:8][CH2:9][N:4]2[N:3]1[C:16]1[CH:17]=[CH:18][CH:19]=[CH:20][CH:21]=1. The catalyst class is: 14.